Task: Predict the reactants needed to synthesize the given product.. Dataset: Full USPTO retrosynthesis dataset with 1.9M reactions from patents (1976-2016) Given the product [CH3:1][O:2][C:3]1[CH:4]=[C:5]([NH:9][C:10](=[O:30])[O:11][CH2:12][C@H:13]2[CH2:17][C@@H:16]([NH:18][S:19]([C:22]3[CH:27]=[C:26]([Br:28])[CH:25]=[CH:24][C:23]=3[Br:29])(=[O:20])=[O:21])[CH2:15][N:14]2[C:32]#[N:33])[CH:6]=[CH:7][CH:8]=1, predict the reactants needed to synthesize it. The reactants are: [CH3:1][O:2][C:3]1[CH:4]=[C:5]([NH:9][C:10](=[O:30])[O:11][CH2:12][C@H:13]2[CH2:17][C@@H:16]([NH:18][S:19]([C:22]3[CH:27]=[C:26]([Br:28])[CH:25]=[CH:24][C:23]=3[Br:29])(=[O:21])=[O:20])[CH2:15][NH:14]2)[CH:6]=[CH:7][CH:8]=1.Br[C:32]#[N:33].C(O)C(N)(CO)CO.